Dataset: Forward reaction prediction with 1.9M reactions from USPTO patents (1976-2016). Task: Predict the product of the given reaction. (1) Given the reactants [Cl:1][C:2]1[CH:3]=[C:4]([C:22]2[CH2:23][CH2:24][C:25](=[O:28])[NH:26][N:27]=2)[CH:5]=[CH:6][C:7]=1[O:8][CH2:9][CH2:10][CH2:11][O:12][CH2:13][CH2:14][C:15]1[CH:20]=[CH:19][C:18]([OH:21])=[CH:17][CH:16]=1.C(OC(=O)NCCNC(=O)C(C1C=[CH:46][C:45]([OH:48])=[CH:44]C=1)C)(C)(C)C, predict the reaction product. The product is: [Cl:1][C:2]1[CH:3]=[C:4]([C:22]2[CH2:23][CH2:24][C:25](=[O:28])[NH:26][N:27]=2)[CH:5]=[CH:6][C:7]=1[O:8][CH2:9][CH2:10][CH2:11][O:12][CH2:13][CH2:14][C:15]1[CH:20]=[CH:19][C:18]([O:21][CH2:44][C@@H:45]2[CH2:46][O:48]2)=[CH:17][CH:16]=1. (2) Given the reactants [C:1]([C:5]1[CH:6]=[C:7]2[C:11](=[CH:12][CH:13]=1)[NH:10][C:9](=[O:14])[CH2:8]2)(=[O:4])[CH2:2][CH3:3].[C:15](OC(=O)C)(=[O:17])[CH3:16], predict the reaction product. The product is: [C:15]([N:10]1[C:11]2[C:7](=[CH:6][C:5]([C:1](=[O:4])[CH2:2][CH3:3])=[CH:13][CH:12]=2)[CH2:8][C:9]1=[O:14])(=[O:17])[CH3:16]. (3) Given the reactants Br[C:2](Br)=[CH:3][C:4]1[C:9]([F:10])=[CH:8][CH:7]=[CH:6][C:5]=1[NH2:11].[C:13]1(B(O)O)[CH:18]=[CH:17][CH:16]=[CH:15][CH:14]=1.[O-]P([O-])([O-])=O.[K+].[K+].[K+].O, predict the reaction product. The product is: [F:10][C:9]1[CH:8]=[CH:7][CH:6]=[C:5]2[C:4]=1[CH:3]=[C:2]([C:13]1[CH:18]=[CH:17][CH:16]=[CH:15][CH:14]=1)[NH:11]2. (4) The product is: [CH:20]1([CH2:25][N:26]([CH2:48][CH:49]2[CH2:53][CH2:52][CH2:51][CH2:50]2)[C@@H:27]2[CH2:32][CH2:31][C@@H:30]([CH2:33][C:34]([O:36][CH3:37])=[O:35])[CH2:29][C@H:28]2[C:38]2[CH:43]=[CH:42][C:41]([Cl:19])=[CH:40][CH:39]=2)[CH2:24][CH2:23][CH2:22][CH2:21]1. Given the reactants N[C@@H]1CC[C@@H](CC(OC)=O)C[C@H]1C1C=CC([Cl:19])=CC=1.[CH:20]1([CH2:25][N:26]([CH2:48][CH:49]2[CH2:53][CH2:52][CH2:51][CH2:50]2)[C@@H:27]2[CH2:32][CH2:31][C@@H:30]([CH2:33][C:34]([O:36][CH3:37])=[O:35])[CH2:29][C@H:28]2[C:38]2[CH:43]=[CH:42][C:41](C(F)(F)F)=[CH:40][CH:39]=2)[CH2:24][CH2:23][CH2:22][CH2:21]1, predict the reaction product. (5) Given the reactants C[O:2][C:3](=O)[C:4]1[CH:9]=[C:8]([N:10]2[CH2:14][CH2:13][CH2:12][CH2:11]2)[CH:7]=[CH:6][C:5]=1[C:15]1[S:16][C:17]2[CH:23]([OH:24])[CH2:22][CH2:21][CH2:20][C:18]=2[N:19]=1.[H-].[H-].[H-].[H-].[Li+].[Al+3], predict the reaction product. The product is: [OH:2][CH2:3][C:4]1[CH:9]=[C:8]([N:10]2[CH2:14][CH2:13][CH2:12][CH2:11]2)[CH:7]=[CH:6][C:5]=1[C:15]1[S:16][C:17]2[CH:23]([OH:24])[CH2:22][CH2:21][CH2:20][C:18]=2[N:19]=1. (6) Given the reactants [C:1]([C:3]1[CH:8]=[CH:7][C:6]([S:9]([C:11]2[CH:12]=[C:13]([C:29]([OH:31])=O)[C:14](=[O:28])[N:15]([C:18]3[CH:23]=[CH:22][CH:21]=[C:20]([C:24]([F:27])([F:26])[F:25])[CH:19]=3)[C:16]=2[CH3:17])=[O:10])=[CH:5][CH:4]=1)#[N:2].CN(C(ON1N=NC2C=CC=NC1=2)=[N+](C)C)C.F[P-](F)(F)(F)(F)F.[CH2:56]([CH2:58][NH2:59])[OH:57].CCN(C(C)C)C(C)C, predict the reaction product. The product is: [C:1]([C:3]1[CH:8]=[CH:7][C:6]([S:9]([C:11]2[CH:12]=[C:13]([C:29]([NH:59][CH2:58][CH2:56][OH:57])=[O:31])[C:14](=[O:28])[N:15]([C:18]3[CH:23]=[CH:22][CH:21]=[C:20]([C:24]([F:25])([F:26])[F:27])[CH:19]=3)[C:16]=2[CH3:17])=[O:10])=[CH:5][CH:4]=1)#[N:2].